Dataset: Full USPTO retrosynthesis dataset with 1.9M reactions from patents (1976-2016). Task: Predict the reactants needed to synthesize the given product. (1) Given the product [F:33][C@H:31]1[CH2:32][N:28]([C:26]([O:25][C:21]([CH3:22])([CH3:23])[CH3:24])=[O:27])[C@H:29]([C:34](=[O:35])[NH:10][CH2:9][C:6]2[CH:5]=[C:4]([C:11]3[CH:12]=[N:13][C:14]([C:17]([F:20])([F:18])[F:19])=[CH:15][CH:16]=3)[C:3]([CH3:2])=[CH:8][N:7]=2)[CH2:30]1, predict the reactants needed to synthesize it. The reactants are: Cl.[CH3:2][C:3]1[C:4]([C:11]2[CH:12]=[N:13][C:14]([C:17]([F:20])([F:19])[F:18])=[CH:15][CH:16]=2)=[CH:5][C:6]([CH2:9][NH2:10])=[N:7][CH:8]=1.[C:21]([O:25][C:26]([N:28]1[CH2:32][C@H:31]([F:33])[CH2:30][C@H:29]1[C:34](O)=[O:35])=[O:27])([CH3:24])([CH3:23])[CH3:22].CCN(C(C)C)C(C)C.CN(C(ON1N=NC2C=CC=NC1=2)=[N+](C)C)C.F[P-](F)(F)(F)(F)F. (2) The reactants are: N1CCCCC1.FC(F)OC1C=C(C=CC=1OC(F)F)C=O.C(CC(N[C:30]1[CH:38]=[CH:37][C:36]([Br:39])=[CH:35][C:31]=1[C:32]([OH:34])=[O:33])=O)(O)=O. Given the product [Br:39][C:36]1[CH:37]=[CH:38][CH:30]=[C:31]([CH:35]=1)[C:32]([OH:34])=[O:33], predict the reactants needed to synthesize it. (3) Given the product [Cl:21][C:8]1[CH:9]=[C:10]([NH:13][S:14]([C:17]([F:20])([F:19])[F:18])(=[O:16])=[O:15])[CH:11]=[CH:12][C:7]=1[C:5]1[N:6]=[C:2]([C:29]2[CH:28]=[CH:27][C:26]3[O:22][CH2:23][CH2:24][C:25]=3[CH:30]=2)[S:3][CH:4]=1, predict the reactants needed to synthesize it. The reactants are: Br[C:2]1[S:3][CH:4]=[C:5]([C:7]2[CH:12]=[CH:11][C:10]([NH:13][S:14]([C:17]([F:20])([F:19])[F:18])(=[O:16])=[O:15])=[CH:9][C:8]=2[Cl:21])[N:6]=1.[O:22]1[C:26]2[CH:27]=[CH:28][C:29](B(O)O)=[CH:30][C:25]=2[CH2:24][CH2:23]1.C(=O)([O-])[O-].[K+].[K+].CN(C)C=O. (4) Given the product [N+:8]([C:5]1[CH:6]=[CH:7][C:2]([NH:15][CH:16]2[CH2:17][CH2:18][N:19]([C:22]([O:24][C:25]([CH3:28])([CH3:27])[CH3:26])=[O:23])[CH2:20][CH2:21]2)=[CH:3][C:4]=1[C:11]([F:14])([F:13])[F:12])([O-:10])=[O:9], predict the reactants needed to synthesize it. The reactants are: F[C:2]1[CH:7]=[CH:6][C:5]([N+:8]([O-:10])=[O:9])=[C:4]([C:11]([F:14])([F:13])[F:12])[CH:3]=1.[NH2:15][CH:16]1[CH2:21][CH2:20][N:19]([C:22]([O:24][C:25]([CH3:28])([CH3:27])[CH3:26])=[O:23])[CH2:18][CH2:17]1.C(=O)([O-])[O-].[K+].[K+]. (5) Given the product [Cl:22][C:4]1[C:5]2[CH2:9][S:8][CH2:7][C:6]=2[N:1]=[CH:2][N:3]=1, predict the reactants needed to synthesize it. The reactants are: [N:1]1[C:6]2[CH2:7][S:8][CH2:9][C:5]=2[C:4](O)=[N:3][CH:2]=1.CCN(C(C)C)C(C)C.O=P(Cl)(Cl)[Cl:22]. (6) The reactants are: C(Cl)(=O)C.[NH:5]1[CH2:8][CH:7]([CH2:9][CH2:10][CH2:11][CH2:12][NH:13][C:14]([N:16]2[CH2:24][C:23]3[C:18](=[CH:19][CH:20]=[CH:21][CH:22]=3)[CH2:17]2)=[O:15])[CH2:6]1.NC1C=C2C(=CC=1)CN(C(N[C:38]1[CH:43]=[CH:42][C:41]([C:44](=[O:49])NCCC)=[CH:40][CH:39]=1)=O)C2. Given the product [C:44]([N:5]1[CH2:8][CH:7]([CH2:9][CH2:10][CH2:11][CH2:12][NH:13][C:14]([N:16]2[CH2:24][C:23]3[C:18](=[CH:19][CH:20]=[CH:21][CH:22]=3)[CH2:17]2)=[O:15])[CH2:6]1)(=[O:49])[C:41]1[CH:42]=[CH:43][CH:38]=[CH:39][CH:40]=1, predict the reactants needed to synthesize it.